The task is: Predict hERG channel inhibition at various concentrations.. This data is from hERG Central: cardiac toxicity at 1µM, 10µM, and general inhibition. (1) The compound is CC(C)c1cc(NCCCN2CCOCC2)n2c(nc3ccccc32)c1C#N. Results: hERG_inhib (hERG inhibition (general)): blocker. (2) The molecule is Br.Cc1ccc(C)c(C(=O)CN2C3=NCCCN3c3ccccc32)c1. Results: hERG_inhib (hERG inhibition (general)): blocker. (3) The drug is Cc1nc2nc(C)c(CCC(=O)N3CCc4ccccc43)c(C)n2n1. Results: hERG_inhib (hERG inhibition (general)): blocker. (4) The molecule is Cn1nc(C(=O)N2CCN(c3cccc(Cl)c3)CC2)c2c1-c1ccccc1S(=O)(=O)C2. Results: hERG_inhib (hERG inhibition (general)): blocker. (5) The drug is CCOC(=O)c1ccc(-n2c(CN3CCN(CC)CC3)nc3ccc([N+](=O)[O-])cc3c2=O)cc1. Results: hERG_inhib (hERG inhibition (general)): blocker. (6) The compound is CC1CCN(S(=O)(=O)c2ccc3c(c2)NC(=O)CS3)CC1. Results: hERG_inhib (hERG inhibition (general)): blocker. (7) The molecule is CCN(CC)S(=O)(=O)c1ccc2nc(CSc3nnnn3-c3ccc(O)cc3)[nH]c2c1. Results: hERG_inhib (hERG inhibition (general)): blocker. (8) The molecule is CCN(CC)CCCn1c(=S)[nH]c2ccc(Cl)cc2c1=O. Results: hERG_inhib (hERG inhibition (general)): blocker. (9) The molecule is Cc1cc(C)n(-c2cc(N3CCN(C(=O)c4ccccc4C)CC3)ccc2[N+](=O)[O-])n1. Results: hERG_inhib (hERG inhibition (general)): blocker. (10) The drug is Cn1c(=O)c2c(SCc3ccccn3)nc(CC(C)(C)C)nc2n(C)c1=O. Results: hERG_inhib (hERG inhibition (general)): blocker.